Dataset: Catalyst prediction with 721,799 reactions and 888 catalyst types from USPTO. Task: Predict which catalyst facilitates the given reaction. (1) Reactant: [F:1][C:2]([F:38])([F:37])[C:3]1[C:4]([N:9]2[CH2:14][CH2:13][N:12]([C:15]3[N:19](COCC[Si](C)(C)C)[C:18]4[CH:28]=[CH:29][C:30]([C:32]([F:35])([F:34])[F:33])=[CH:31][C:17]=4[N:16]=3)[C:11](=[O:36])[CH2:10]2)=[N:5][CH:6]=[CH:7][CH:8]=1. Product: [F:35][C:32]([F:33])([F:34])[C:30]1[CH:29]=[CH:28][C:18]2[NH:19][C:15]([N:12]3[CH2:13][CH2:14][N:9]([C:4]4[C:3]([C:2]([F:1])([F:37])[F:38])=[CH:8][CH:7]=[CH:6][N:5]=4)[CH2:10][C:11]3=[O:36])=[N:16][C:17]=2[CH:31]=1. The catalyst class is: 631. (2) Reactant: Cl[C:2]1[CH:10]=[CH:9][C:5]([C:6]([OH:8])=[O:7])=[CH:4][N:3]=1.CC([O-])(C)C.[K+].[O:17]1[CH2:22][CH2:21][N:20]([CH2:23][CH2:24][OH:25])[CH2:19][CH2:18]1. Product: [O:17]1[CH2:22][CH2:21][N:20]([CH2:23][CH2:24][O:25][C:2]2[CH:10]=[CH:9][C:5]([C:6]([OH:8])=[O:7])=[CH:4][N:3]=2)[CH2:19][CH2:18]1. The catalyst class is: 16. (3) The catalyst class is: 9. Product: [O:21]=[C:15]1[CH:14]([N:8]2[CH2:7][C:6]3[C:10](=[CH:11][CH:12]=[C:4]([CH2:3][NH:2][C:27](=[O:28])[C:26]4[CH:30]=[CH:31][C:23]([F:22])=[CH:24][CH:25]=4)[CH:5]=3)[C:9]2=[O:13])[CH2:19][CH2:18][C:17](=[O:20])[NH:16]1. Reactant: Cl.[NH2:2][CH2:3][C:4]1[CH:5]=[C:6]2[C:10](=[CH:11][CH:12]=1)[C:9](=[O:13])[N:8]([CH:14]1[CH2:19][CH2:18][C:17](=[O:20])[NH:16][C:15]1=[O:21])[CH2:7]2.[F:22][C:23]1[CH:31]=[CH:30][C:26]([C:27](Cl)=[O:28])=[CH:25][CH:24]=1.C(N(CC)CC)C.O. (4) Reactant: [F:1][C:2]1[CH:3]=[C:4]([CH:9]2[CH2:13][CH2:12][CH2:11][C:10]2=[O:14])[CH:5]=[C:6]([F:8])[CH:7]=1.[C:15](Cl)([N:17]=[C:18]=[O:19])=[O:16]. Product: [F:1][C:2]1[CH:3]=[C:4]([CH:9]2[C:10]3[O:14][C:18](=[O:19])[NH:17][C:15](=[O:16])[C:11]=3[CH2:12][CH2:13]2)[CH:5]=[C:6]([F:8])[CH:7]=1. The catalyst class is: 13. (5) Reactant: [Cl:1][C:2]1[CH:7]=[CH:6][C:5]([C:8](=O)[CH2:9][C:10](=O)[C:11]([O:13][CH2:14][CH3:15])=[O:12])=[CH:4][CH:3]=1.C1C=CC=CC=1.[CH3:24][CH:25]([N:27]1[C:31]([NH2:32])=[CH:30][CH:29]=[N:28]1)[CH3:26]. Product: [Cl:1][C:2]1[CH:7]=[CH:6][C:5]([C:8]2[CH:9]=[C:10]([C:11]([O:13][CH2:14][CH3:15])=[O:12])[C:30]3[CH:29]=[N:28][N:27]([CH:25]([CH3:26])[CH3:24])[C:31]=3[N:32]=2)=[CH:4][CH:3]=1. The catalyst class is: 15. (6) Reactant: [Cl-].[Al+3].[Cl-].[Cl-].[CH3:5][O:6][C:7](=[O:32])[CH2:8][C:9]1[CH:14]=[CH:13][C:12]([O:15][C:16]2[C:17]3[CH2:31][CH2:30][CH2:29][C:18]=3[N:19]=[C:20]([C:22]3[CH:27]=[CH:26][C:25]([OH:28])=[CH:24][CH:23]=3)[N:21]=2)=[CH:11][CH:10]=1.[Br:33]Br.S([O-])([O-])(=O)=S.[Na+].[Na+]. Product: [CH3:5][O:6][C:7](=[O:32])[CH2:8][C:9]1[CH:10]=[CH:11][C:12]([O:15][C:16]2[C:17]3[CH2:31][CH2:30][CH2:29][C:18]=3[N:19]=[C:20]([C:22]3[CH:23]=[CH:24][C:25]([OH:28])=[C:26]([Br:33])[CH:27]=3)[N:21]=2)=[CH:13][CH:14]=1. The catalyst class is: 4.